From a dataset of Forward reaction prediction with 1.9M reactions from USPTO patents (1976-2016). Predict the product of the given reaction. (1) The product is: [ClH:27].[CH3:17][N:18]1[CH:22]2[CH2:21][CH2:20][CH:19]1[CH:26]=[C:24]([C:7]1[CH:16]=[CH:15][C:14]3[C:9](=[CH:10][CH:11]=[CH:12][CH:13]=3)[CH:8]=1)[CH2:23]2. Given the reactants C([Li])CCC.Br[C:7]1[CH:16]=[CH:15][C:14]2[C:9](=[CH:10][CH:11]=[CH:12][CH:13]=2)[CH:8]=1.[CH3:17][N:18]1[CH:22]2[CH2:23][C:24]([CH2:26][CH:19]1[CH2:20][CH2:21]2)=O.[ClH:27], predict the reaction product. (2) Given the reactants [CH:1]1([C:6]([OH:31])([CH2:21][C:22]2[O:23]C(C)(C)[O:25][C:26](=O)[CH:27]=2)[C:7]#[C:8][C:9]2[CH:14]=[CH:13][C:12]([C:15]3([C:18]#[N:19])[CH2:17][CH2:16]3)=[C:11]([F:20])[CH:10]=2)[CH2:5][CH2:4][CH2:3][CH2:2]1.BrC1C=CC(C2(C#N)CC2)=C(F)C=1.C1(C2(CCC3C=CC(C(C)(C)C#N)=C(F)C=3)CC(=O)CC(=O)O2)CCCC1, predict the reaction product. The product is: [CH:1]1([C:6]2([CH2:7][CH2:8][C:9]3[CH:14]=[CH:13][C:12]([C:15]4([C:18]#[N:19])[CH2:16][CH2:17]4)=[C:11]([F:20])[CH:10]=3)[CH2:21][C:22](=[O:23])[CH2:27][C:26](=[O:25])[O:31]2)[CH2:5][CH2:4][CH2:3][CH2:2]1. (3) The product is: [CH2:1]([C:9]1[CH:10]=[CH:11][C:12]([C:13]([O:15][C:16]([CH3:17])([CH3:18])[CH3:19])=[O:14])=[CH:20][CH:21]=1)[CH2:2][C:3]1[CH:4]=[CH:5][CH:6]=[CH:7][CH:8]=1. Given the reactants [CH:1](/[C:9]1[CH:21]=[CH:20][C:12]([C:13]([O:15][C:16]([CH3:19])([CH3:18])[CH3:17])=[O:14])=[CH:11][CH:10]=1)=[CH:2]\[C:3]1[CH:8]=[CH:7][CH:6]=[CH:5][CH:4]=1, predict the reaction product. (4) The product is: [C:1]([O:5][C:6](=[O:20])[NH:7][CH2:8][CH2:9][N:10]1[C:18]2[C:17]([NH:34][C:33]3[CH:35]=[CH:36][C:30]([O:29][C:28]4[CH:38]=[CH:39][CH:40]=[C:26]([O:25][CH2:21][CH:22]([CH3:23])[CH3:24])[CH:27]=4)=[C:31]([CH3:37])[CH:32]=3)=[N:16][CH:15]=[N:14][C:13]=2[CH:12]=[CH:11]1)([CH3:4])([CH3:3])[CH3:2]. Given the reactants [C:1]([O:5][C:6](=[O:20])[NH:7][CH2:8][CH2:9][N:10]1[C:18]2[C:17](Cl)=[N:16][CH:15]=[N:14][C:13]=2[CH:12]=[CH:11]1)([CH3:4])([CH3:3])[CH3:2].[CH2:21]([O:25][C:26]1[CH:27]=[C:28]([CH:38]=[CH:39][CH:40]=1)[O:29][C:30]1[CH:36]=[CH:35][C:33]([NH2:34])=[CH:32][C:31]=1[CH3:37])[CH:22]([CH3:24])[CH3:23], predict the reaction product. (5) The product is: [CH2:1]([O:3][C:4](=[O:13])[CH2:5][S:6][C:7]1[S:11][C:10]([NH:12][C:14]([N:32]([CH:26]2[CH2:31][CH2:30][CH2:29][CH2:28][CH2:27]2)[C@H:33]2[CH2:34][CH2:35][C@H:36]([CH2:39][O:40][C:41]3[CH:46]=[CH:45][CH:44]=[CH:43][CH:42]=3)[CH2:37][CH2:38]2)=[O:15])=[N:9][CH:8]=1)[CH3:2]. Given the reactants [CH2:1]([O:3][C:4](=[O:13])[CH2:5][S:6][C:7]1[S:11][C:10]([NH2:12])=[N:9][CH:8]=1)[CH3:2].[C:14](C1NC=CN=1)(C1NC=CN=1)=[O:15].[CH:26]1([NH:32][C@H:33]2[CH2:38][CH2:37][C@H:36]([CH2:39][O:40][C:41]3[CH:46]=[CH:45][CH:44]=[CH:43][CH:42]=3)[CH2:35][CH2:34]2)[CH2:31][CH2:30][CH2:29][CH2:28][CH2:27]1, predict the reaction product. (6) Given the reactants [S:1](Cl)([C:4]1[C:16]2[CH:15]=[CH:14][CH:13]=[C:9]([N:10]([CH3:12])[CH3:11])[C:8]=2[CH:7]=[CH:6][CH:5]=1)(=[O:3])=[O:2].FC(F)(F)C([O-])=O.[CH3:25][C:26]1[C:31](=[O:32])[N:30]([C:33]2[CH:34]=[C:35]([CH:37]=[C:38]([N:40]3[C:44](=[O:45])[C:43]([CH3:46])=[CH:42][C:41]3=[O:47])[CH:39]=2)[NH3+:36])[C:28](=[O:29])[CH:27]=1, predict the reaction product. The product is: [S:1]([NH:36][C:35]1[CH:37]=[C:38]([N:40]2[C:44](=[O:45])[C:43]([CH3:46])=[CH:42][C:41]2=[O:47])[CH:39]=[C:33]([N:30]2[C:31](=[O:32])[C:26]([CH3:25])=[CH:27][C:28]2=[O:29])[CH:34]=1)([C:4]1[C:16]2[CH:15]=[CH:14][CH:13]=[C:9]([N:10]([CH3:12])[CH3:11])[C:8]=2[CH:7]=[CH:6][CH:5]=1)(=[O:3])=[O:2]. (7) The product is: [CH3:13][O:14][C:15]1[CH:16]=[CH:17][C:18]([NH:19][C:20]2[CH:28]=[C:27]([F:29])[C:26]([F:30])=[CH:25][C:21]=2[C:22]([NH:42][O:41][CH2:34][C:35]2[CH:40]=[CH:39][CH:38]=[CH:37][CH:36]=2)=[O:24])=[CH:31][CH:32]=1. Given the reactants C(N1C=CN=C1)(N1C=CN=C1)=O.[CH3:13][O:14][C:15]1[CH:32]=[CH:31][C:18]([NH:19][C:20]2[CH:28]=[C:27]([F:29])[C:26]([F:30])=[CH:25][C:21]=2[C:22]([OH:24])=O)=[CH:17][CH:16]=1.Cl.[CH2:34]([O:41][NH2:42])[C:35]1[CH:40]=[CH:39][CH:38]=[CH:37][CH:36]=1.C(N(CC)CC)C, predict the reaction product. (8) Given the reactants [Cl:1][C:2]1[CH:7]=[C:6]([O:8][CH3:9])[CH:5]=[CH:4][C:3]=1[C:10]1[N:11]=[C:12]([NH:16][C:17]2[CH:22]=[C:21]([Cl:23])[CH:20]=[CH:19][C:18]=2[CH3:24])[S:13][C:14]=1[CH3:15].[H-].[Na+].[CH2:27]([Br:30])[C:28]#[CH:29], predict the reaction product. The product is: [BrH:30].[Cl:1][C:2]1[CH:7]=[C:6]([O:8][CH3:9])[CH:5]=[CH:4][C:3]=1[C:10]1[N:11]=[C:12]([N:16]([C:17]2[CH:22]=[C:21]([Cl:23])[CH:20]=[CH:19][C:18]=2[CH3:24])[CH2:29][C:28]#[CH:27])[S:13][C:14]=1[CH3:15].